This data is from Full USPTO retrosynthesis dataset with 1.9M reactions from patents (1976-2016). The task is: Predict the reactants needed to synthesize the given product. (1) Given the product [N:11]1([C:14]2[CH:19]=[CH:18][N:17]=[C:16]([C:20]3[CH:29]=[CH:28][C:27]4[C:26]([CH3:31])([CH3:30])[CH2:25][CH2:24][C:23]([CH3:33])([CH3:32])[C:22]=4[CH:21]=3)[N:15]=2)[CH2:12][CH2:13][NH:8][CH2:9][CH2:10]1, predict the reactants needed to synthesize it. The reactants are: C(OC([N:8]1[CH2:13][CH2:12][N:11]([C:14]2[CH:19]=[CH:18][N:17]=[C:16]([C:20]3[CH:29]=[CH:28][C:27]4[C:26]([CH3:31])([CH3:30])[CH2:25][CH2:24][C:23]([CH3:33])([CH3:32])[C:22]=4[CH:21]=3)[N:15]=2)[CH2:10][CH2:9]1)=O)(C)(C)C.Cl. (2) The reactants are: [CH:1]1([C:4](=O)[CH3:5])[CH2:3][CH2:2]1.[CH3:7][C:8]1([CH3:16])[O:13][C:12](=[O:14])[CH2:11][C:10](=[O:15])[O:9]1. Given the product [CH:1]1([C:4](=[C:11]2[C:12](=[O:14])[O:13][C:8]([CH3:16])([CH3:7])[O:9][C:10]2=[O:15])[CH3:5])[CH2:3][CH2:2]1, predict the reactants needed to synthesize it. (3) Given the product [CH2:46]([N:41]([CH3:40])[C:42]([C:43]1[CH:21]=[C:20]2[C:25](=[CH:24][CH:23]=1)[C@@H:26]1[C@H:17]([C@H:16]3[C@@:14]([CH2:28][CH2:27]1)([CH3:15])[C:13](=[O:32])[CH2:12][C@H:11]3[CH2:10][CH2:9][C:8]([NH:7][C:5]1[S:6][C:2]([CH3:1])=[CH:3][N:4]=1)=[O:33])[CH2:18][CH2:19]2)=[O:56])[CH2:45][CH2:36][CH3:37], predict the reactants needed to synthesize it. The reactants are: [CH3:1][C:2]1[S:6][C:5]([NH:7][C:8](=[O:33])[CH2:9][CH2:10][C@H:11]2[C@H:16]3[C@H:17]4[C@H:26]([CH2:27][CH2:28][C@:14]3([CH3:15])[C:13](=[O:32])[CH2:12]2)[C:25]2[C:20](=[CH:21]C(C(O)=O)=[CH:23][CH:24]=2)[CH2:19][CH2:18]4)=[N:4][CH:3]=1.C(NC)C[CH2:36][CH3:37].[CH3:40][N:41]1[CH2:46][CH2:45]O[CH2:43][CH2:42]1.C1C=CC2N([OH:56])N=NC=2C=1.CCN=C=NCCCN(C)C.Cl. (4) Given the product [OH:11][CH2:10][C@@H:9]([NH:8][C:1](=[O:7])[CH2:2][CH2:3][CH:4]=[CH2:5])[C:12]1[CH:17]=[CH:16][CH:15]=[CH:14][CH:13]=1, predict the reactants needed to synthesize it. The reactants are: [C:1]([OH:7])(=O)[CH2:2][CH2:3][CH:4]=[CH2:5].[NH2:8][C@@H:9]([C:12]1[CH:17]=[CH:16][CH:15]=[CH:14][CH:13]=1)[CH2:10][OH:11]. (5) Given the product [Cl:1][C:2]1[CH:7]=[C:6]([C:8]2[CH:13]=[N:12][CH:11]=[C:10]([CH3:14])[N:9]=2)[CH:5]=[CH:4][C:3]=1[C:15]1[C:27](=[O:28])[N:26]([CH2:29][CH2:30][C@H:31]2[CH2:35][O:34][C:33]([CH3:37])([CH3:36])[O:32]2)[C:18]2[N:19]=[C:20]([NH:41][CH2:39][CH3:40])[N:21]=[CH:22][C:17]=2[CH:16]=1, predict the reactants needed to synthesize it. The reactants are: [Cl:1][C:2]1[CH:7]=[C:6]([C:8]2[CH:13]=[N:12][CH:11]=[C:10]([CH3:14])[N:9]=2)[CH:5]=[CH:4][C:3]=1[C:15]1[C:27](=[O:28])[N:26]([CH2:29][CH2:30][C@H:31]2[CH2:35][O:34][C:33]([CH3:37])([CH3:36])[O:32]2)[C:18]2[N:19]=[C:20](S(C)=O)[N:21]=[CH:22][C:17]=2[CH:16]=1.Cl.[CH2:39]([NH2:41])[CH3:40].CCN(C(C)C)C(C)C.